From a dataset of NCI-60 drug combinations with 297,098 pairs across 59 cell lines. Regression. Given two drug SMILES strings and cell line genomic features, predict the synergy score measuring deviation from expected non-interaction effect. (1) Drug 1: CC1=C2C(C(=O)C3(C(CC4C(C3C(C(C2(C)C)(CC1OC(=O)C(C(C5=CC=CC=C5)NC(=O)OC(C)(C)C)O)O)OC(=O)C6=CC=CC=C6)(CO4)OC(=O)C)O)C)O. Drug 2: CN1C2=C(C=C(C=C2)N(CCCl)CCCl)N=C1CCCC(=O)O.Cl. Cell line: CCRF-CEM. Synergy scores: CSS=6.12, Synergy_ZIP=1.00, Synergy_Bliss=4.19, Synergy_Loewe=0.459, Synergy_HSA=0.425. (2) Drug 1: C1=CC(=CC=C1CC(C(=O)O)N)N(CCCl)CCCl.Cl. Drug 2: CCC(=C(C1=CC=CC=C1)C2=CC=C(C=C2)OCCN(C)C)C3=CC=CC=C3.C(C(=O)O)C(CC(=O)O)(C(=O)O)O. Cell line: 786-0. Synergy scores: CSS=21.7, Synergy_ZIP=-6.19, Synergy_Bliss=0.496, Synergy_Loewe=-0.896, Synergy_HSA=-0.858. (3) Drug 1: C1CC(C1)(C(=O)O)C(=O)O.[NH2-].[NH2-].[Pt+2]. Drug 2: CNC(=O)C1=NC=CC(=C1)OC2=CC=C(C=C2)NC(=O)NC3=CC(=C(C=C3)Cl)C(F)(F)F. Cell line: COLO 205. Synergy scores: CSS=-0.738, Synergy_ZIP=-1.01, Synergy_Bliss=-2.17, Synergy_Loewe=-5.42, Synergy_HSA=-3.83. (4) Drug 1: CC1=CC=C(C=C1)C2=CC(=NN2C3=CC=C(C=C3)S(=O)(=O)N)C(F)(F)F. Drug 2: CCCCCOC(=O)NC1=NC(=O)N(C=C1F)C2C(C(C(O2)C)O)O. Cell line: OVCAR-5. Synergy scores: CSS=0.0690, Synergy_ZIP=4.84, Synergy_Bliss=0.0725, Synergy_Loewe=-7.94, Synergy_HSA=-0.929. (5) Drug 1: CC1=C(C(=O)C2=C(C1=O)N3CC4C(C3(C2COC(=O)N)OC)N4)N. Drug 2: CC(C)CN1C=NC2=C1C3=CC=CC=C3N=C2N. Cell line: NCI-H460. Synergy scores: CSS=44.0, Synergy_ZIP=-0.684, Synergy_Bliss=-4.34, Synergy_Loewe=-16.5, Synergy_HSA=-4.49. (6) Drug 1: CC12CCC(CC1=CCC3C2CCC4(C3CC=C4C5=CN=CC=C5)C)O. Drug 2: CC1C(C(CC(O1)OC2CC(OC(C2O)C)OC3=CC4=CC5=C(C(=O)C(C(C5)C(C(=O)C(C(C)O)O)OC)OC6CC(C(C(O6)C)O)OC7CC(C(C(O7)C)O)OC8CC(C(C(O8)C)O)(C)O)C(=C4C(=C3C)O)O)O)O. Cell line: SF-539. Synergy scores: CSS=51.7, Synergy_ZIP=23.9, Synergy_Bliss=24.2, Synergy_Loewe=26.2, Synergy_HSA=25.5. (7) Drug 1: CC1=C2C(C(=O)C3(C(CC4C(C3C(C(C2(C)C)(CC1OC(=O)C(C(C5=CC=CC=C5)NC(=O)OC(C)(C)C)O)O)OC(=O)C6=CC=CC=C6)(CO4)OC(=O)C)O)C)O. Drug 2: CC1C(C(CC(O1)OC2CC(OC(C2O)C)OC3=CC4=CC5=C(C(=O)C(C(C5)C(C(=O)C(C(C)O)O)OC)OC6CC(C(C(O6)C)O)OC7CC(C(C(O7)C)O)OC8CC(C(C(O8)C)O)(C)O)C(=C4C(=C3C)O)O)O)O. Cell line: MOLT-4. Synergy scores: CSS=31.4, Synergy_ZIP=16.0, Synergy_Bliss=20.9, Synergy_Loewe=2.71, Synergy_HSA=11.2. (8) Drug 1: C1=CC(=CC=C1C#N)C(C2=CC=C(C=C2)C#N)N3C=NC=N3. Drug 2: COC1=NC(=NC2=C1N=CN2C3C(C(C(O3)CO)O)O)N. Cell line: MDA-MB-231. Synergy scores: CSS=-4.16, Synergy_ZIP=5.60, Synergy_Bliss=9.58, Synergy_Loewe=-4.54, Synergy_HSA=-3.67.